This data is from Full USPTO retrosynthesis dataset with 1.9M reactions from patents (1976-2016). The task is: Predict the reactants needed to synthesize the given product. (1) Given the product [NH2:9][C:7]([C:6]1[CH:5]=[C:4]([C:10]2[CH:15]=[CH:14][C:13]([C:16]([OH:19])([CH3:17])[CH3:18])=[CH:12][C:11]=2[F:20])[S:3][C:2]=1[NH:1][C:22]1[CH:32]=[CH:31][C:25]([C:26]([N:28]([CH3:30])[CH3:29])=[O:27])=[CH:24][N:23]=1)=[O:8], predict the reactants needed to synthesize it. The reactants are: [NH2:1][C:2]1[S:3][C:4]([C:10]2[CH:15]=[CH:14][C:13]([C:16]([OH:19])([CH3:18])[CH3:17])=[CH:12][C:11]=2[F:20])=[CH:5][C:6]=1[C:7]([NH2:9])=[O:8].Cl[C:22]1[CH:32]=[CH:31][C:25]([C:26]([N:28]([CH3:30])[CH3:29])=[O:27])=[CH:24][N:23]=1. (2) Given the product [Cl:1][C:2]1[CH:9]=[CH:8][C:7]([F:10])=[CH:6][C:3]=1[CH2:4][N:22]1[C:23]2[C:19](=[CH:18][CH:17]=[C:16]([C:12]([F:11])([F:35])[C:13]([OH:15])=[O:14])[CH:24]=2)[C:20]([CH3:34])=[N:21]1, predict the reactants needed to synthesize it. The reactants are: [Cl:1][C:2]1[CH:9]=[CH:8][C:7]([F:10])=[CH:6][C:3]=1[CH2:4]Br.[F:11][C:12]([F:35])([C:16]1[CH:24]=[C:23]2[C:19]([C:20]([CH3:34])=[N:21][N:22]2CC2C(C)=CC=CC=2C)=[CH:18][CH:17]=1)[C:13]([OH:15])=[O:14]. (3) Given the product [Cl:1][C:2]1[C:11]2[CH2:10][N:9]([C@H:12]([CH:16]([CH3:17])[CH3:18])[C:13]([N:22]3[CH2:26][CH2:25][CH:24]([C:27]#[N:28])[CH2:23]3)=[O:14])[C:8](=[O:19])[C:7]3=[CH:20][NH:21][C:5]([C:6]=23)=[N:4][CH:3]=1, predict the reactants needed to synthesize it. The reactants are: [Cl:1][C:2]1[C:11]2[CH2:10][N:9]([C@H:12]([CH:16]([CH3:18])[CH3:17])[C:13](O)=[O:14])[C:8](=[O:19])[C:7]3=[CH:20][NH:21][C:5]([C:6]=23)=[N:4][CH:3]=1.[NH:22]1[CH2:26][CH2:25][CH:24]([C:27]#[N:28])[CH2:23]1.CN(C(ON1N=NC2C=CC=NC1=2)=[N+](C)C)C.F[P-](F)(F)(F)(F)F. (4) Given the product [N:1]1[CH:6]=[CH:5][CH:4]=[C:3]([CH2:7][NH:8][C:9]([C:11]2[N:20]3[C:14]([CH2:15][N:16]([C:25]([C:27]4[CH:28]=[CH:29][C:30]([C:31]([OH:33])=[O:32])=[CH:35][CH:36]=4)=[O:26])[C:17]4[CH:24]=[CH:23][CH:22]=[CH:21][C:18]=4[CH2:19]3)=[CH:13][CH:12]=2)=[O:10])[CH:2]=1, predict the reactants needed to synthesize it. The reactants are: [N:1]1[CH:6]=[CH:5][CH:4]=[C:3]([CH2:7][NH:8][C:9]([C:11]2[N:20]3[C:14]([CH2:15][N:16]([C:25]([C:27]4[CH:36]=[CH:35][C:30]([C:31]([O:33]C)=[O:32])=[CH:29][CH:28]=4)=[O:26])[C:17]4[CH:24]=[CH:23][CH:22]=[CH:21][C:18]=4[CH2:19]3)=[CH:13][CH:12]=2)=[O:10])[CH:2]=1.[OH-].[Li+]. (5) Given the product [CH3:30][N:29]([CH3:31])[C:5]1[NH:4][C:3](=[O:2])[C:8]([C:9]2[CH:14]=[CH:13][C:12]([O:15][C:16]3[CH:21]=[CH:20][N:19]=[C:18]([C:22]4[CH:23]=[N:24][N:25]([CH3:27])[CH:26]=4)[CH:17]=3)=[C:11]([CH3:28])[N:10]=2)=[CH:7][N:6]=1, predict the reactants needed to synthesize it. The reactants are: C[O:2][C:3]1[C:8]([C:9]2[CH:14]=[CH:13][C:12]([O:15][C:16]3[CH:21]=[CH:20][N:19]=[C:18]([C:22]4[CH:23]=[N:24][N:25]([CH3:27])[CH:26]=4)[CH:17]=3)=[C:11]([CH3:28])[N:10]=2)=[CH:7][N:6]=[C:5]([N:29]([CH3:31])[CH3:30])[N:4]=1.Br. (6) Given the product [Cl:15][C:16]1[CH:17]=[C:18]([NH:19][C:2]2[N:10]=[C:9]([F:11])[N:8]=[C:7]3[C:3]=2[N:4]=[CH:5][N:6]3[CH:12]([CH3:14])[CH3:13])[CH:20]=[CH:21][CH:22]=1, predict the reactants needed to synthesize it. The reactants are: Cl[C:2]1[N:10]=[C:9]([F:11])[N:8]=[C:7]2[C:3]=1[N:4]=[CH:5][N:6]2[CH:12]([CH3:14])[CH3:13].[Cl:15][C:16]1[CH:17]=[C:18]([CH:20]=[CH:21][CH:22]=1)[NH2:19].CCN(C(C)C)C(C)C. (7) Given the product [C:5]([NH:17][C:18]1[C:19]([Cl:26])=[N:20][C:21]([Cl:25])=[CH:22][C:23]=1[NH2:24])(=[O:7])[CH3:6], predict the reactants needed to synthesize it. The reactants are: C(O[C:5](=[O:7])[CH3:6])(=O)C.CCN(CC)CC.Cl.Cl.[NH2:17][C:18]1[C:19]([Cl:26])=[N:20][C:21]([Cl:25])=[CH:22][C:23]=1[NH2:24].